From a dataset of Catalyst prediction with 721,799 reactions and 888 catalyst types from USPTO. Predict which catalyst facilitates the given reaction. (1) Reactant: [CH3:1][O:2][CH2:3][CH2:4][NH2:5].Cl[C:7]1[N:16]=[C:15]2[C:10]([CH:11]=[CH:12][CH:13]=[CH:14]2)=[N+:9]([O-:17])[C:8]=1[C:18]#[N:19]. Product: [CH3:1][O:2][CH2:3][CH2:4][NH:5][C:7]1[N:16]=[C:15]2[C:10]([CH:11]=[CH:12][CH:13]=[CH:14]2)=[N+:9]([O-:17])[C:8]=1[C:18]#[N:19]. The catalyst class is: 57. (2) Reactant: NC1CCN(C([O:10][C:11]([CH3:14])(C)C)=O)CC1.[OH:15][C:16]1[C:24]2N=NN[C:20]=2[CH:19]=[CH:18][CH:17]=1.C([N:28]([CH:31]([CH3:33])C)[CH2:29][CH3:30])(C)C.[ClH:34].C(N=C=N[N:40]([CH3:42])C)C.F[C:44](F)(F)[C:45]([OH:47])=O.[Cl:50]CCl. Product: [Cl:34][C:19]1[CH:18]=[C:17]2[C:16](=[CH:24][C:20]=1[Cl:50])[O:15][C:44]([C:45]([NH:40][CH:42]1[CH2:30][CH2:29][NH:28][CH2:31][CH2:33]1)=[O:47])=[CH:14][C:11]2=[O:10]. The catalyst class is: 42. (3) Reactant: [O:1]=[C:2]1[C:10]2[C:5](=[C:6]([C:11]([OH:13])=O)[CH:7]=[CH:8][CH:9]=2)[N:4]2[CH:14]=[CH:15][CH:16]=[C:3]12.[NH2:17][C:18]1[CH:19]=[N:20][CH:21]=[CH:22][C:23]=1[NH2:24].Cl.CN(C)CCCN=C=NCC.ON1C2C=CC=CC=2N=N1. Product: [NH2:24][C:23]1[CH:22]=[CH:21][N:20]=[CH:19][C:18]=1[NH:17][C:11]([C:6]1[CH:7]=[CH:8][CH:9]=[C:10]2[C:5]=1[N:4]1[CH:14]=[CH:15][CH:16]=[C:3]1[C:2]2=[O:1])=[O:13]. The catalyst class is: 9.